The task is: Predict the reactants needed to synthesize the given product.. This data is from Full USPTO retrosynthesis dataset with 1.9M reactions from patents (1976-2016). (1) Given the product [O:1]1[CH2:6][CH2:5][CH2:4][O:3][CH:2]1[C:7]1[N:12]=[CH:11][C:10]([C:13]2[S:21][C:20]3[C:15](=[N:16][CH:17]=[CH:18][C:19]=3[O:22][C:23]3[CH:29]=[CH:28][C:26]([NH:27][C:36]([NH:31][CH:32]4[CH2:34][CH2:33]4)=[O:39])=[CH:25][C:24]=3[F:30])[CH:14]=2)=[CH:9][CH:8]=1, predict the reactants needed to synthesize it. The reactants are: [O:1]1[CH2:6][CH2:5][CH2:4][O:3][CH:2]1[C:7]1[N:12]=[CH:11][C:10]([C:13]2[S:21][C:20]3[C:15](=[N:16][CH:17]=[CH:18][C:19]=3[O:22][C:23]3[CH:29]=[CH:28][C:26]([NH2:27])=[CH:25][C:24]=3[F:30])[CH:14]=2)=[CH:9][CH:8]=1.[N:31]1[CH:36]=C[CH:34]=[CH:33][CH:32]=1.ClC(OC1C=CC=CC=1)=[O:39].C1(N)CC1. (2) The reactants are: Br[C:2]1[C:3](=[O:32])[N:4]([CH2:24][CH2:25][C:26]2[CH:31]=[CH:30][CH:29]=[CH:28][CH:27]=2)[C:5]([C:9]2[CH:14]=[CH:13][CH:12]=[C:11]([F:15])[C:10]=2[O:16]CC2C=CC=CC=2)=[N:6][C:7]=1[CH3:8].[F-].[Cs+].C([Sn](CCCC)(CCCC)[C:40]1[S:41][CH:42]=[CH:43][N:44]=1)CCC. Given the product [F:15][C:11]1[C:10]([OH:16])=[C:9]([C:5]2[N:4]([CH2:24][CH2:25][C:26]3[CH:31]=[CH:30][CH:29]=[CH:28][CH:27]=3)[C:3](=[O:32])[C:2]([C:40]3[S:41][CH:42]=[CH:43][N:44]=3)=[C:7]([CH3:8])[N:6]=2)[CH:14]=[CH:13][CH:12]=1, predict the reactants needed to synthesize it. (3) Given the product [C:1]([C:3]1[CH:4]=[CH:5][C:6]([CH2:7][N:8]([CH2:18][C@@H:19]([OH:29])[C@@H:20]([NH:28][C:35]2[C:36](=[O:40])[C:37](=[O:38])[C:34]=2[O:33][CH3:32])[CH2:21][CH:22]2[CH2:23][CH2:24][CH2:25][CH2:26][CH2:27]2)[C:9]([O:11][CH2:12][CH2:13][Si:14]([CH3:17])([CH3:16])[CH3:15])=[O:10])=[CH:30][CH:31]=1)#[N:2], predict the reactants needed to synthesize it. The reactants are: [C:1]([C:3]1[CH:31]=[CH:30][C:6]([CH2:7][N:8]([CH2:18][C@@H:19]([OH:29])[C@@H:20]([NH2:28])[CH2:21][CH:22]2[CH2:27][CH2:26][CH2:25][CH2:24][CH2:23]2)[C:9]([O:11][CH2:12][CH2:13][Si:14]([CH3:17])([CH3:16])[CH3:15])=[O:10])=[CH:5][CH:4]=1)#[N:2].[CH3:32][O:33][C:34]1[C:35](=O)[C:36](=[O:40])[C:37]=1[O:38]C.CCN(CC)CC. (4) Given the product [CH:1]1([C:4]2[N:9]=[C:8]([C:10]3[C:18]4[C:13](=[CH:14][CH:15]=[C:16]([C:19]([NH:31][NH:30][C:29]([NH:28][C:22]5[CH:23]=[CH:24][CH:25]=[CH:26][CH:27]=5)=[O:32])=[O:21])[CH:17]=4)[NH:12][CH:11]=3)[CH:7]=[N:6][CH:5]=2)[CH2:2][CH2:3]1, predict the reactants needed to synthesize it. The reactants are: [CH:1]1([C:4]2[N:9]=[C:8]([C:10]3[C:18]4[C:13](=[CH:14][CH:15]=[C:16]([C:19]([OH:21])=O)[CH:17]=4)[NH:12][CH:11]=3)[CH:7]=[N:6][CH:5]=2)[CH2:3][CH2:2]1.[C:22]1([NH:28][C:29](=[O:32])[NH:30][NH2:31])[CH:27]=[CH:26][CH:25]=[CH:24][CH:23]=1.C(Cl)CCl.C1C=CC2N(O)N=NC=2C=1.CCN(C(C)C)C(C)C. (5) The reactants are: ClC(Cl)OC.[CH3:6][C:7]1[C:11]([CH2:12][C:13]([OH:15])=[O:14])=[C:10]([C:16]2[CH:21]=[CH:20][CH:19]=[CH:18][CH:17]=2)[N:9]([C:22]2[CH:23]=[N:24][CH:25]=[CH:26][C:27]=2[CH3:28])[N:8]=1.[CH:29]1([CH2:32]O)[CH2:31][CH2:30]1. Given the product [CH3:6][C:7]1[C:11]([CH2:12][C:13]([O:15][CH2:32][CH:29]2[CH2:31][CH2:30]2)=[O:14])=[C:10]([C:16]2[CH:21]=[CH:20][CH:19]=[CH:18][CH:17]=2)[N:9]([C:22]2[CH:23]=[N:24][CH:25]=[CH:26][C:27]=2[CH3:28])[N:8]=1, predict the reactants needed to synthesize it. (6) Given the product [F:1][C:2]1[CH:33]=[CH:32][C:5]2[CH:6]([CH2:26][C:27]([OH:29])=[O:28])[CH2:7][C:8]3[CH:14]=[CH:13][C:12]([O:15][CH2:16][CH2:17][CH2:18][NH:19][C:20]4[CH:25]=[CH:24][CH:23]=[CH:22][N:21]=4)=[CH:11][C:9]=3[CH2:10][C:4]=2[CH:3]=1, predict the reactants needed to synthesize it. The reactants are: [F:1][C:2]1[CH:33]=[CH:32][C:5]2[CH:6]([CH2:26][C:27]([O:29]CC)=[O:28])[CH2:7][C:8]3[CH:14]=[CH:13][C:12]([O:15][CH2:16][CH2:17][CH2:18][NH:19][C:20]4[CH:25]=[CH:24][CH:23]=[CH:22][N:21]=4)=[CH:11][C:9]=3[CH2:10][C:4]=2[CH:3]=1.N1C=CC=CC=1NCCCOC1C=CC2C[C@H](CC(OCC)=O)C3C=CC=CC=3CC=2C=1. (7) The reactants are: Br[C:2]1[CH:7]=[CH:6][C:5]([CH:8]([C:20]2[CH:25]=[CH:24][C:23]([Cl:26])=[CH:22][C:21]=2[CH3:27])[CH2:9]/[C:10](/[C:13]2[CH:18]=[CH:17][N:16]=[C:15]([CH3:19])[CH:14]=2)=[N:11]\[OH:12])=[CH:4][CH:3]=1.[C:28]([C:31]1[CH:36]=[CH:35][C:34](B(O)O)=[CH:33][CH:32]=1)([OH:30])=[O:29]. Given the product [Cl:26][C:23]1[CH:24]=[CH:25][C:20]([CH:8]([C:5]2[CH:6]=[CH:7][C:2]([C:34]3[CH:35]=[CH:36][C:31]([C:28]([OH:30])=[O:29])=[CH:32][CH:33]=3)=[CH:3][CH:4]=2)[CH2:9]/[C:10](=[N:11]\[OH:12])/[C:13]2[CH:18]=[CH:17][N:16]=[C:15]([CH3:19])[CH:14]=2)=[C:21]([CH3:27])[CH:22]=1, predict the reactants needed to synthesize it. (8) Given the product [CH3:18][C:19]1[N:23]=[C:22]([N:24]2[CH2:25][CH2:26][CH:27]([CH2:30][O:17][C:14]3[CH:15]=[CH:16][C:11]([C:8]4[CH:7]=[CH:6][C:5]([S:2]([CH3:1])(=[O:3])=[O:4])=[CH:10][CH:9]=4)=[CH:12][CH:13]=3)[CH2:28][CH2:29]2)[O:21][N:20]=1, predict the reactants needed to synthesize it. The reactants are: [CH3:1][S:2]([C:5]1[CH:10]=[CH:9][C:8]([C:11]2[CH:16]=[CH:15][C:14]([OH:17])=[CH:13][CH:12]=2)=[CH:7][CH:6]=1)(=[O:4])=[O:3].[CH3:18][C:19]1[N:23]=[C:22]([N:24]2[CH2:29][CH2:28][CH:27]([CH2:30]O)[CH2:26][CH2:25]2)[O:21][N:20]=1.C1C=CC(P(C2C=CC=CC=2)C2C=CC=CC=2)=CC=1.N(C(OC(C)C)=O)=NC(OC(C)C)=O.